From a dataset of Reaction yield outcomes from USPTO patents with 853,638 reactions. Predict the reaction yield, written as a fraction of the theoretical maximum amount of product (1.0 means a 100% yield; for example, 0.34 means a 34% yield). The reactants are [OH:1][C@H:2]1[CH2:6][CH2:5][NH:4][CH2:3]1.C(N(C(C)C)CC)(C)C.[CH3:16][O:17][C:18]([C:20]1[N:21]([CH3:29])[C:22]([S:25](Cl)(=[O:27])=[O:26])=[CH:23][CH:24]=1)=[O:19].Cl. The catalyst is C1COCC1. The product is [CH3:16][O:17][C:18]([C:20]1[N:21]([CH3:29])[C:22]([S:25]([N:4]2[CH2:5][CH2:6][C@H:2]([OH:1])[CH2:3]2)(=[O:27])=[O:26])=[CH:23][CH:24]=1)=[O:19]. The yield is 0.950.